From a dataset of Reaction yield outcomes from USPTO patents with 853,638 reactions. Predict the reaction yield, written as a fraction of the theoretical maximum amount of product (1.0 means a 100% yield; for example, 0.34 means a 34% yield). The reactants are [Br:1][C:2]1[CH:3]=[C:4]2[C:9](=[CH:10][CH:11]=1)[N:8]=[CH:7][C:6]([C:12](=[O:14])[CH3:13])=[C:5]2Cl.[CH3:16][N:17]([CH3:27])[CH2:18][CH2:19][C:20]1[CH:26]=[CH:25][C:23]([NH2:24])=[CH:22][CH:21]=1. No catalyst specified. The product is [Br:1][C:2]1[CH:3]=[C:4]2[C:9](=[CH:10][CH:11]=1)[N:8]=[CH:7][C:6]([C:12](=[O:14])[CH3:13])=[C:5]2[NH:24][C:23]1[CH:22]=[CH:21][C:20]([CH2:19][CH2:18][N:17]([CH3:16])[CH3:27])=[CH:26][CH:25]=1. The yield is 0.550.